This data is from Full USPTO retrosynthesis dataset with 1.9M reactions from patents (1976-2016). The task is: Predict the reactants needed to synthesize the given product. Given the product [CH2:26]([O:28][C:29](=[O:46])[CH2:30][C:31]1[CH:36]=[CH:35][CH:34]=[CH:33][C:32]=1[C:2]1[CH:7]=[CH:6][C:5]([C:8]2[O:12][N:11]=[C:10]([CH3:13])[C:9]=2[NH:14][CH:15]([CH3:25])[CH2:16][C:17]2[CH:22]=[CH:21][C:20]([O:23][CH3:24])=[CH:19][CH:18]=2)=[CH:4][CH:3]=1)[CH3:27], predict the reactants needed to synthesize it. The reactants are: Br[C:2]1[CH:7]=[CH:6][C:5]([C:8]2[O:12][N:11]=[C:10]([CH3:13])[C:9]=2[NH:14][CH:15]([CH3:25])[CH2:16][C:17]2[CH:22]=[CH:21][C:20]([O:23][CH3:24])=[CH:19][CH:18]=2)=[CH:4][CH:3]=1.[CH2:26]([O:28][C:29](=[O:46])[CH2:30][C:31]1[CH:36]=[CH:35][CH:34]=[CH:33][C:32]=1B1OC(C)(C)C(C)(C)O1)[CH3:27].